Dataset: Full USPTO retrosynthesis dataset with 1.9M reactions from patents (1976-2016). Task: Predict the reactants needed to synthesize the given product. (1) Given the product [OH:1][CH2:2][C:3]([C@H:5]([C@@H:7]([C@@H:9]([CH2:11][OH:12])[OH:10])[OH:8])[OH:6])=[O:4].[O:1]=[CH:2][C@@H:3]([C@H:5]([C@@H:7]([C@@H:9]([CH2:11][OH:12])[OH:10])[OH:8])[OH:6])[OH:4], predict the reactants needed to synthesize it. The reactants are: [O:1]=[CH:2][C@@H:3]([C@H:5]([C@@H:7]([C@@H:9]([CH2:11][OH:12])[OH:10])[OH:8])[OH:6])[OH:4].P([O-])([O-])([O-])=O.[Na+].[Na+].[Na+]. (2) The reactants are: Br[C:2]1[N:6]2[N:7]=[CH:8][CH:9]=[CH:10][C:5]2=[N:4][CH:3]=1.C[C:12]1[S:16][C:15]([C:17]([O:19][CH3:20])=[O:18])=[CH:14][C:13]=1B1OC(C)(C)C(C)(C)O1.C1(P(C2CCCCC2)C2CCCCC2)CCCCC1.P([O-])([O-])([O-])=O.[K+].[K+].[K+]. Given the product [N:4]1[CH:3]=[C:2]([C:13]2[CH:14]=[C:15]([C:17]([O:19][CH3:20])=[O:18])[S:16][CH:12]=2)[N:6]2[C:5]=1[CH:10]=[CH:9][CH:8]=[N:7]2, predict the reactants needed to synthesize it. (3) Given the product [Cl:1][C:2]1[CH:27]=[CH:26][C:5]([CH2:6][NH:7][C:8]([C:10]2[C:11](=[O:25])[C:12]3[CH:13]=[C:14]([C:30]#[C:29][CH2:28][OH:31])[CH:15]=[C:16]4[C:21]=3[N:20]([CH:22]=2)[N:19]([CH3:23])[CH2:18][CH2:17]4)=[O:9])=[CH:4][CH:3]=1, predict the reactants needed to synthesize it. The reactants are: [Cl:1][C:2]1[CH:27]=[CH:26][C:5]([CH2:6][NH:7][C:8]([C:10]2[C:11](=[O:25])[C:12]3[CH:13]=[C:14](I)[CH:15]=[C:16]4[C:21]=3[N:20]([CH:22]=2)[N:19]([CH3:23])[CH2:18][CH2:17]4)=[O:9])=[CH:4][CH:3]=1.[CH2:28]([OH:31])[C:29]#[CH:30].C(NCC)C. (4) Given the product [CH3:10][O:9][C:6]1[CH:7]=[CH:8][C:3]([O:2][C:1]([O:13][CH3:14])=[O:15])=[CH:4][C:5]=1[CH:11]=[CH:35][C:36]([O:38][CH2:39][CH3:40])=[O:37], predict the reactants needed to synthesize it. The reactants are: [C:1](=[O:15])([O:13][CH3:14])[O:2][C:3]1[CH:8]=[CH:7][C:6]([O:9][CH3:10])=[C:5]([CH:11]=O)[CH:4]=1.C1(P(=[CH:35][C:36]([O:38][CH2:39][CH3:40])=[O:37])(C2C=CC=CC=2)C2C=CC=CC=2)C=CC=CC=1.